From a dataset of Catalyst prediction with 721,799 reactions and 888 catalyst types from USPTO. Predict which catalyst facilitates the given reaction. (1) Reactant: [C:1]1(=[CH:5][CH2:6][C:7]2[C:8]([C:10]([CH3:17])=[C:11]([CH3:16])[C:12](=[O:15])[C:13]=2[CH3:14])=[O:9])[CH2:4][CH2:3][CH2:2]1. Product: [CH3:14][C:13]1[C:12]([OH:15])=[C:11]([CH3:16])[C:10]([CH3:17])=[C:8]2[C:7]=1[CH:6]=[CH:5][C:1]1([O:9]2)[CH2:4][CH2:3][CH2:2]1. The catalyst class is: 17. (2) Reactant: CC(C)([O-])C.[Na+].C1C=CC(P(C2C(C3C(P(C4C=CC=CC=4)C4C=CC=CC=4)=CC=C4C=3C=CC=C4)=C3C(C=CC=C3)=CC=2)C2C=CC=CC=2)=CC=1.Br[C:54]1[CH:55]=[C:56]2[C:61](=[CH:62][CH:63]=1)[N:60]=[C:59]([CH3:64])[N:58]([C:65]1[CH:66]=[C:67]([NH:72][C:73](=[O:84])[C:74]3[CH:79]=[CH:78][CH:77]=[C:76]([C:80]([F:83])([F:82])[F:81])[CH:75]=3)[CH:68]=[CH:69][C:70]=1[CH3:71])[C:57]2=[O:85].[CH2:86]([N:88]1[CH2:93][CH2:92][NH:91][CH2:90][CH2:89]1)[CH3:87]. The catalyst class is: 62. Product: [CH2:86]([N:88]1[CH2:93][CH2:92][N:91]([C:54]2[CH:55]=[C:56]3[C:61](=[CH:62][CH:63]=2)[N:60]=[C:59]([CH3:64])[N:58]([C:65]2[CH:66]=[C:67]([NH:72][C:73](=[O:84])[C:74]4[CH:79]=[CH:78][CH:77]=[C:76]([C:80]([F:83])([F:82])[F:81])[CH:75]=4)[CH:68]=[CH:69][C:70]=2[CH3:71])[C:57]3=[O:85])[CH2:90][CH2:89]1)[CH3:87]. (3) Reactant: [F:1][C:2]1[C:3]([C:19]2[CH:24]=[C:23]([F:25])[CH:22]=[CH:21][C:20]=2[O:26][CH3:27])=[C:4]2[CH:10]=[C:9]([C:11]3[CH2:12][CH:13]4[CH2:17][NH:16][CH2:15][CH:14]4[CH:18]=3)[NH:8][C:5]2=[N:6][CH:7]=1.C(N(CC)CC)C.[CH3:35][S:36](Cl)(=[O:38])=[O:37].O. Product: [F:1][C:2]1[C:3]([C:19]2[CH:24]=[C:23]([F:25])[CH:22]=[CH:21][C:20]=2[O:26][CH3:27])=[C:4]2[CH:10]=[C:9]([C:11]3[CH2:12][CH:13]4[CH2:17][N:16]([S:36]([CH3:35])(=[O:38])=[O:37])[CH2:15][CH:14]4[CH:18]=3)[NH:8][C:5]2=[N:6][CH:7]=1. The catalyst class is: 60. (4) Reactant: Cl.[CH2:2]([NH:9][C:10](=[NH:15])[C:11]([CH3:14])([CH3:13])[CH3:12])[C:3]1[CH:8]=[CH:7][CH:6]=[CH:5][CH:4]=1.C(=O)([O-])[O-].[K+].[K+].C(Cl)Cl.Br/[C:26](=[CH:29]/OC1CCCCC1)/[CH:27]=[O:28]. Product: [CH2:2]([N:9]1[C:26]([CH:27]=[O:28])=[CH:29][N:15]=[C:10]1[C:11]([CH3:12])([CH3:14])[CH3:13])[C:3]1[CH:8]=[CH:7][CH:6]=[CH:5][CH:4]=1. The catalyst class is: 6. (5) Reactant: [CH2:1]([O:8][C:9]1[CH:10]=[CH:11][C:12]([OH:19])=[C:13]([CH:18]=1)[C:14]([O:16][CH3:17])=[O:15])[C:2]1[CH:7]=[CH:6][CH:5]=[CH:4][CH:3]=1.[C:20](=O)([O-])[O-].[Cs+].[Cs+].CI. Product: [CH2:1]([O:8][C:9]1[CH:10]=[CH:11][C:12]([O:19][CH3:20])=[C:13]([CH:18]=1)[C:14]([O:16][CH3:17])=[O:15])[C:2]1[CH:3]=[CH:4][CH:5]=[CH:6][CH:7]=1. The catalyst class is: 21. (6) Reactant: [C:1]([O:4][C@H:5]1[C@H:11]([O:12][C:13](=[O:15])[CH3:14])[C@@H:10]([O:16][C:17](=[O:19])[CH3:18])[C@:9]2([C:21]3[CH:26]=[CH:25][C:24]([Cl:27])=[C:23]([CH2:28][C:29]4[CH:34]=[CH:33][C:32]([C:35](=O)[CH3:36])=[CH:31][CH:30]=4)[CH:22]=3)[O:20][C@@:6]1([CH2:38][O:39][C:40](=[O:42])[CH3:41])[CH2:7][O:8]2)(=[O:3])[CH3:2].N1C=CC=CC=1.Cl.[CH2:50]([O:52][NH2:53])[CH3:51]. Product: [C:1]([O:4][C@H:5]1[C@H:11]([O:12][C:13](=[O:15])[CH3:14])[C@@H:10]([O:16][C:17](=[O:19])[CH3:18])[C@:9]2([C:21]3[CH:26]=[CH:25][C:24]([Cl:27])=[C:23]([CH2:28][C:29]4[CH:30]=[CH:31][C:32]([C:35](=[N:53][O:52][CH2:50][CH3:51])[CH3:36])=[CH:33][CH:34]=4)[CH:22]=3)[O:20][C@@:6]1([CH2:38][O:39][C:40](=[O:42])[CH3:41])[CH2:7][O:8]2)(=[O:3])[CH3:2]. The catalyst class is: 8. (7) Reactant: [C:1]([O:5][C:6]([N:8]1[C:16]2[C:11](=[CH:12][CH:13]=[CH:14][C:15]=2[CH2:17][CH:18]=[C:19]([CH3:21])[CH3:20])[C:10]([Sn:22]([CH2:31][CH2:32][CH2:33][CH3:34])([CH2:27][CH2:28][CH2:29][CH3:30])[CH2:23][CH2:24][CH2:25][CH3:26])=[CH:9]1)=[O:7])([CH3:4])([CH3:3])[CH3:2].Br[C:36]1[O:37][C:38]([C:51]([CH3:59])([CH3:58])[O:52][SiH2:53][C:54]([CH3:57])([CH3:56])[CH3:55])=[CH:39][C:40](=[O:50])[C:41]=1[O:42][Si:43]([C:46]([CH3:49])([CH3:48])[CH3:47])([CH3:45])[CH3:44]. Product: [C:1]([O:5][C:6]([N:8]1[C:16]2[C:11](=[CH:12][CH:13]=[CH:14][C:15]=2[CH2:17][CH:18]=[C:19]([CH3:20])[CH3:21])[C:10]([Sn:22]([CH2:23][CH2:24][CH2:25][CH3:26])([CH2:31][CH2:32][CH2:33][CH3:34])[CH2:27][CH2:28][CH2:29][CH3:30])=[CH:9]1)=[O:7])([CH3:3])([CH3:4])[CH3:2].[C:1]([O:5][C:6]([N:8]1[C:16]2[C:11](=[CH:12][CH:13]=[CH:14][C:15]=2[CH2:17][CH:18]=[C:19]([CH3:21])[CH3:20])[C:10]([C:36]2[O:37][C:38]([C:51]([CH3:59])([CH3:58])[O:52][SiH2:53][C:54]([CH3:57])([CH3:56])[CH3:55])=[CH:39][C:40](=[O:50])[C:41]=2[O:42][Si:43]([C:46]([CH3:49])([CH3:48])[CH3:47])([CH3:45])[CH3:44])=[CH:9]1)=[O:7])([CH3:4])([CH3:3])[CH3:2]. The catalyst class is: 109. (8) Reactant: [Cl:1][C:2]1[CH:9]=[CH:8][C:5]([CH:6]=O)=[CH:4][C:3]=1[O:10][CH2:11][C:12]1[CH:17]=[CH:16][CH:15]=[CH:14][CH:13]=1.C([O-])(=O)C.[NH4+].[N+:23]([CH3:26])([O-:25])=[O:24]. Product: [N+:23]([CH:26]=[CH:6][C:5]1[CH:8]=[CH:9][C:2]([Cl:1])=[C:3]([O:10][CH2:11][C:12]2[CH:17]=[CH:16][CH:15]=[CH:14][CH:13]=2)[CH:4]=1)([O-:25])=[O:24]. The catalyst class is: 15. (9) Reactant: C([O:3][C:4]([C:6]1[CH:7]=[N:8][N:9]([C:11]2[NH:15][C:14]3[CH:16]=[C:17]([Cl:28])[C:18]([S:20][C:21]4[CH:22]=[C:23]([CH3:27])[CH:24]=[CH:25][CH:26]=4)=[CH:19][C:13]=3[N:12]=2)[CH:10]=1)=[O:5])C.C1COCC1.O[Li].O. Product: [Cl:28][C:17]1[C:18]([S:20][C:21]2[CH:22]=[C:23]([CH3:27])[CH:24]=[CH:25][CH:26]=2)=[CH:19][C:13]2[N:12]=[C:11]([N:9]3[CH:10]=[C:6]([C:4]([OH:5])=[O:3])[CH:7]=[N:8]3)[NH:15][C:14]=2[CH:16]=1. The catalyst class is: 6. (10) Reactant: [CH3:1][C:2]1[O:3][C:4]([C:8]2[C:9]([O:16]C)=[N:10][C:11]([O:14]C)=[N:12][CH:13]=2)=[C:5]([CH3:7])[N:6]=1. Product: [CH3:1][C:2]1[O:3][C:4]([C:8]2[C:9](=[O:16])[NH:10][C:11](=[O:14])[NH:12][CH:13]=2)=[C:5]([CH3:7])[N:6]=1. The catalyst class is: 5.